The task is: Predict the reactants needed to synthesize the given product.. This data is from Full USPTO retrosynthesis dataset with 1.9M reactions from patents (1976-2016). (1) Given the product [CH3:15][O:14][CH:3]([O:2][CH3:1])[C:4]1[CH:9]=[C:8]([CH3:10])[C:7]([CH2:11][NH:12][C:23](=[O:25])[CH3:24])=[C:6]([CH3:13])[CH:5]=1, predict the reactants needed to synthesize it. The reactants are: [CH3:1][O:2][CH:3]([O:14][CH3:15])[C:4]1[CH:9]=[C:8]([CH3:10])[C:7]([CH2:11][NH2:12])=[C:6]([CH3:13])[CH:5]=1.CCN(CC)CC.[C:23](OC(=O)C)(=[O:25])[CH3:24]. (2) Given the product [F:39][C:36]1[CH:35]=[CH:34][C:33]([C:11]2[NH:10][C:14]3[N:15]=[CH:16][N:17]=[C:18]([N:19]4[CH2:24][CH2:23][N:22]([C:25]([O:27][C:28]([CH3:30])([CH3:29])[CH3:31])=[O:26])[C@H:21]([CH3:32])[CH2:20]4)[C:13]=3[CH:12]=2)=[CH:38][CH:37]=1, predict the reactants needed to synthesize it. The reactants are: C1(S([N:10]2[C:14]3[N:15]=[CH:16][N:17]=[C:18]([N:19]4[CH2:24][CH2:23][N:22]([C:25]([O:27][C:28]([CH3:31])([CH3:30])[CH3:29])=[O:26])[C@H:21]([CH3:32])[CH2:20]4)[C:13]=3[CH:12]=[C:11]2[C:33]2[CH:38]=[CH:37][C:36]([F:39])=[CH:35][CH:34]=2)(=O)=O)C=CC=CC=1.CO.[OH-].[K+]. (3) Given the product [Cl:6][C:7]1[CH:8]=[C:9]([C:10]2[N:11]=[C:19]([OH:18])[C:21]3[CH2:26][CH2:25][CH2:24][CH2:23][C:22]=3[N:12]=2)[CH:13]=[CH:14][CH:15]=1, predict the reactants needed to synthesize it. The reactants are: CC[O-].[Na+].Cl.[Cl:6][C:7]1[CH:8]=[C:9]([CH:13]=[CH:14][CH:15]=1)[C:10](=[NH:12])[NH2:11].C([O:18][C:19]([CH:21]1[CH2:26][CH2:25][CH2:24][CH2:23][C:22]1=O)=O)C. (4) Given the product [F:26][C:2]([F:1])([F:25])[C:3]1[CH:20]=[C:19]([C:21]([F:22])([F:23])[F:24])[CH:18]=[CH:17][C:4]=1[CH2:5][N:6]1[C:14]2[C:9](=[CH:10][C:11](/[CH:15]=[C:30]3/[C:31](=[O:47])[N:32]([C@@H:33]4[CH2:38][CH2:37][NH:36][CH2:35][C@H:34]4[F:46])[C:28](=[O:27])[S:29]/3)=[CH:12][CH:13]=2)[CH:8]=[N:7]1, predict the reactants needed to synthesize it. The reactants are: [F:1][C:2]([F:26])([F:25])[C:3]1[CH:20]=[C:19]([C:21]([F:24])([F:23])[F:22])[CH:18]=[CH:17][C:4]=1[CH2:5][N:6]1[C:14]2[C:9](=[CH:10][C:11]([CH:15]=O)=[CH:12][CH:13]=2)[CH:8]=[N:7]1.[O:27]=[C:28]1[N:32]([C@@H:33]2[CH2:38][CH2:37][N:36](C(OC(C)(C)C)=O)[CH2:35][C@H:34]2[F:46])[C:31](=[O:47])[CH2:30][S:29]1. (5) Given the product [NH2:1][C:2]1[N:7]=[CH:6][N:5]=[C:4]2[N:8]([CH2:25][C@H:26]3[CH2:30][CH2:29][CH2:28][N:27]3[C:31]([C:32](=[CH:38][CH:39]3[CH2:41][CH2:40]3)[C:33]#[N:34])=[O:35])[N:9]=[C:10]([C:11]3[CH:16]=[CH:15][C:14]([O:17][C:18]4[CH:19]=[CH:20][CH:21]=[CH:22][CH:23]=4)=[CH:13][C:12]=3[F:24])[C:3]=12, predict the reactants needed to synthesize it. The reactants are: [NH2:1][C:2]1[N:7]=[CH:6][N:5]=[C:4]2[N:8]([CH2:25][C@H:26]3[CH2:30][CH2:29][CH2:28][N:27]3[C:31](=[O:35])[CH2:32][C:33]#[N:34])[N:9]=[C:10]([C:11]3[CH:16]=[CH:15][C:14]([O:17][C:18]4[CH:23]=[CH:22][CH:21]=[CH:20][CH:19]=4)=[CH:13][C:12]=3[F:24])[C:3]=12.N1[CH2:41][CH2:40][CH2:39][CH2:38]C1.C1(C=O)CC1. (6) Given the product [O:24]1[C:23]2[CH:27]=[CH:28][C:20]([CH2:19][N:16]3[CH:11]([C:4]4[C:5]([O:9][CH3:10])=[CH:6][CH:7]=[CH:8][C:3]=4[O:2][CH3:1])[CH2:12][CH2:13][CH2:14][C:15]3=[O:17])=[CH:21][C:22]=2[O:26][CH2:25]1, predict the reactants needed to synthesize it. The reactants are: [CH3:1][O:2][C:3]1[CH:8]=[CH:7][CH:6]=[C:5]([O:9][CH3:10])[C:4]=1[CH:11]1[NH:16][C:15](=[O:17])[CH2:14][CH2:13][CH2:12]1.Cl[CH2:19][C:20]1[CH:28]=[CH:27][C:23]2[O:24][CH2:25][O:26][C:22]=2[CH:21]=1. (7) Given the product [Cl:1][C:2]1[CH:24]=[C:23]([C:25](=[O:35])[CH2:26][CH2:27][C:28]2[CH:33]=[CH:32][CH:31]=[C:30]([OH:34])[CH:29]=2)[CH:22]=[CH:21][C:3]=1[C:4]([NH:6][C@H:7]([C:17]([OH:19])=[O:18])[CH2:8][NH:9][C:10]([C:12]1[S:13][CH:14]=[CH:15][CH:16]=1)=[O:11])=[O:5], predict the reactants needed to synthesize it. The reactants are: [Cl:1][C:2]1[CH:24]=[C:23]([C:25](=[O:35])[CH2:26][CH2:27][C:28]2[CH:33]=[CH:32][CH:31]=[C:30]([OH:34])[CH:29]=2)[CH:22]=[CH:21][C:3]=1[C:4]([NH:6][C@H:7]([C:17]([O:19]C)=[O:18])[CH2:8][NH:9][C:10]([C:12]1[S:13][CH:14]=[CH:15][CH:16]=1)=[O:11])=[O:5].O.[OH-].[Li+].